Dataset: Reaction yield outcomes from USPTO patents with 853,638 reactions. Task: Predict the reaction yield, written as a fraction of the theoretical maximum amount of product (1.0 means a 100% yield; for example, 0.34 means a 34% yield). The reactants are [C:1]([CH:5]1[CH2:18][C:17]2[O:16][C:15](=O)[C:14]3[CH:13]=[N:12][CH:11]=[C:10]([CH3:20])[C:9]=3[C:8]=2[CH2:7][O:6]1)([CH3:4])([CH3:3])[CH3:2].[NH3:21]. The catalyst is CO. The product is [C:1]([CH:5]1[CH2:18][C:17]2[NH:21][C:15](=[O:16])[C:14]3[CH:13]=[N:12][CH:11]=[C:10]([CH3:20])[C:9]=3[C:8]=2[CH2:7][O:6]1)([CH3:4])([CH3:3])[CH3:2]. The yield is 0.430.